The task is: Predict which catalyst facilitates the given reaction.. This data is from Catalyst prediction with 721,799 reactions and 888 catalyst types from USPTO. (1) Reactant: [Cl:1][C:2]1[C:3]([N:8]2[C:12]([C:13]([O:15]C)=[O:14])=[CH:11][C:10]([NH:17][C:18]3[CH:23]=[CH:22][C:21]([C:24]([F:27])([F:26])[F:25])=[CH:20][N:19]=3)=[N:9]2)=[N:4][CH:5]=[CH:6][CH:7]=1.[OH-].[Na+].Cl. Product: [Cl:1][C:2]1[C:3]([N:8]2[C:12]([C:13]([OH:15])=[O:14])=[CH:11][C:10]([NH:17][C:18]3[CH:23]=[CH:22][C:21]([C:24]([F:27])([F:25])[F:26])=[CH:20][N:19]=3)=[N:9]2)=[N:4][CH:5]=[CH:6][CH:7]=1. The catalyst class is: 40. (2) Reactant: [CH:1]([NH:4][C:5](=[O:8])[CH:6]=[CH2:7])([CH3:3])[CH3:2].[CH2:9]([CH:15]=[CH:16][C:17]([NH2:19])=[O:18])[CH:10]=[CH:11][C:12]([NH2:14])=[O:13].[C:20]([O:25][CH2:26][CH2:27][NH2:28])(=[O:24])[C:21]([CH3:23])=[CH2:22]. Product: [C:20]([O:25][CH2:26][CH2:27][NH2:28])(=[O:24])[C:21]([CH3:23])=[CH2:22].[CH:1]([NH:4][C:5](=[O:8])[CH:6]=[CH2:7])([CH3:3])[CH3:2].[CH2:9]([CH:15]=[CH:16][C:17]([NH2:19])=[O:18])[CH:10]=[CH:11][C:12]([NH2:14])=[O:13]. The catalyst class is: 6. (3) Reactant: [C:1]([NH2:9])(=[S:8])[C:2]1[CH:7]=[CH:6][CH:5]=[N:4][CH:3]=1.Cl[CH2:11][CH:12]=O.C(OC(=O)C)(=O)C.[Cl-].[Na+]. Product: [N:4]1[CH:5]=[CH:6][CH:7]=[C:2]([C:1]2[S:8][CH:11]=[CH:12][N:9]=2)[CH:3]=1. The catalyst class is: 15. (4) Reactant: C(N(CC)CC)C.[C:8]([O:13][CH3:14])(=[O:12])[C@H:9]([CH3:11])[OH:10].[CH3:15][S:16](Cl)(=[O:18])=[O:17].Cl. Product: [CH3:15][S:16]([O:10][C@@H:9]([CH3:11])[C:8]([O:13][CH3:14])=[O:12])(=[O:18])=[O:17]. The catalyst class is: 226. (5) Reactant: [CH3:1][S:2]([OH:5])(=[O:4])=[O:3].[CH:6]1([NH:9][C:10](=[O:35])[C:11]2[CH:16]=[CH:15][C:14]([CH3:17])=[C:13]([N:18]3[C:27](=[O:28])[C:26]4[C:21](=[CH:22][CH:23]=[C:24]([CH2:29][CH2:30][CH2:31][N:32]([CH3:34])[CH3:33])[CH:25]=4)[N:20]=[CH:19]3)[CH:12]=2)[CH2:8][CH2:7]1. Product: [CH3:1][S:2]([OH:5])(=[O:4])=[O:3].[CH3:1][S:2]([OH:5])(=[O:4])=[O:3].[CH:6]1([NH:9][C:10](=[O:35])[C:11]2[CH:16]=[CH:15][C:14]([CH3:17])=[C:13]([N:18]3[C:27](=[O:28])[C:26]4[C:21](=[CH:22][CH:23]=[C:24]([CH2:29][CH2:30][CH2:31][N:32]([CH3:33])[CH3:34])[CH:25]=4)[N:20]=[CH:19]3)[CH:12]=2)[CH2:8][CH2:7]1. The catalyst class is: 13. (6) Reactant: [CH2:1]([O:8][C:9]1[CH:10]=[C:11]([CH:14]=[CH:15][C:16]=1[O:17][CH2:18][C:19]1[CH:24]=[CH:23][CH:22]=[CH:21][CH:20]=1)[CH:12]=[O:13])[C:2]1[CH:7]=[CH:6][CH:5]=[CH:4][CH:3]=1.[BH4-].[Na+]. Product: [CH2:1]([O:8][C:9]1[CH:10]=[C:11]([CH:14]=[CH:15][C:16]=1[O:17][CH2:18][C:19]1[CH:24]=[CH:23][CH:22]=[CH:21][CH:20]=1)[CH2:12][OH:13])[C:2]1[CH:3]=[CH:4][CH:5]=[CH:6][CH:7]=1. The catalyst class is: 5.